The task is: Predict the reactants needed to synthesize the given product.. This data is from Full USPTO retrosynthesis dataset with 1.9M reactions from patents (1976-2016). Given the product [CH3:53][C:43]1[CH:44]=[CH:45][C:46]([S:49]([O-:52])(=[O:51])=[O:50])=[CH:47][CH:48]=1.[CH3:41][S:38]([CH2:37][CH2:36][NH:35][CH2:33][C:31]1[O:32][C:28]([C:25]2[CH:24]=[CH:23][C:22]3[N:21]=[CH:20][N:19]=[C:18]([NH:17][C:4]4[CH:5]=[CH:6][C:7]([O:8][CH2:9][C:10]5[CH:15]=[CH:14][CH:13]=[C:12]([F:16])[CH:11]=5)=[C:2]([Cl:1])[CH:3]=4)[C:27]=3[CH:26]=2)=[CH:29][CH:30]=1)(=[O:40])=[O:39], predict the reactants needed to synthesize it. The reactants are: [Cl:1][C:2]1[CH:3]=[C:4]([NH:17][C:18]2[C:27]3[C:22](=[CH:23][CH:24]=[C:25]([C:28]4[O:32][C:31]([CH:33]=O)=[CH:30][CH:29]=4)[CH:26]=3)[N:21]=[CH:20][N:19]=2)[CH:5]=[CH:6][C:7]=1[O:8][CH2:9][C:10]1[CH:15]=[CH:14][CH:13]=[C:12]([F:16])[CH:11]=1.[NH2:35][CH2:36][CH2:37][S:38]([CH3:41])(=[O:40])=[O:39].O.[C:43]1([CH3:53])[CH:48]=[CH:47][C:46]([S:49]([OH:52])(=[O:51])=[O:50])=[CH:45][CH:44]=1.